This data is from Catalyst prediction with 721,799 reactions and 888 catalyst types from USPTO. The task is: Predict which catalyst facilitates the given reaction. (1) Reactant: [OH:1][C:2]1[CH:7]=[C:6]([CH3:8])[N:5]([CH2:9][C:10]2[CH:15]=[CH:14][C:13]([S:16]([NH2:19])(=[O:18])=[O:17])=[CH:12][CH:11]=2)[C:4](=[O:20])[CH:3]=1.C1(P(C2C=CC=CC=2)C2C=CC=CC=2)C=CC=CC=1.[F:40][C:41]1[CH:48]=[C:47]([F:49])[CH:46]=[CH:45][C:42]=1[CH2:43]O. Product: [F:40][C:41]1[CH:48]=[C:47]([F:49])[CH:46]=[CH:45][C:42]=1[CH2:43][O:1][C:2]1[CH:7]=[C:6]([CH3:8])[N:5]([CH2:9][C:10]2[CH:15]=[CH:14][C:13]([S:16]([NH2:19])(=[O:17])=[O:18])=[CH:12][CH:11]=2)[C:4](=[O:20])[CH:3]=1. The catalyst class is: 4. (2) The catalyst class is: 2. Product: [CH2:1]([O:3][C:4]([N:6]1[CH2:7][CH2:8][N:9]([C:12](=[O:39])[C@@H:13]([NH:18][C:19]([C:21]2[CH:26]=[C:25]([O:27][CH:28]3[CH2:29][CH2:30][CH2:31][CH2:32]3)[N:24]=[C:23]([C:33]3[CH:38]=[CH:37][CH:36]=[CH:35][CH:34]=3)[N:22]=2)=[O:20])[CH2:14][C:15]#[N:16])[CH2:10][CH2:11]1)=[O:5])[CH3:2]. Reactant: [CH2:1]([O:3][C:4]([N:6]1[CH2:11][CH2:10][N:9]([C:12](=[O:39])[C@@H:13]([NH:18][C:19]([C:21]2[CH:26]=[C:25]([O:27][CH:28]3[CH2:32][CH2:31][CH2:30][CH2:29]3)[N:24]=[C:23]([C:33]3[CH:38]=[CH:37][CH:36]=[CH:35][CH:34]=3)[N:22]=2)=[O:20])[CH2:14][C:15](=O)[NH2:16])[CH2:8][CH2:7]1)=[O:5])[CH3:2].CC[N+](S(N=C(OC)[O-])(=O)=O)(CC)CC. (3) Reactant: [BH4-].[Na+].[C:3]1([C:9]([C:11]2[N:15]3[CH:16]=[C:17]([C:20]4[CH:25]=[CH:24][CH:23]=[CH:22][CH:21]=4)[CH:18]=[N:19][C:14]3=[N:13][CH:12]=2)=[O:10])[CH:8]=[CH:7][CH:6]=[CH:5][CH:4]=1.C([O-])(O)=O.[Na+]. Product: [C:3]1([CH:9]([C:11]2[N:15]3[CH:16]=[C:17]([C:20]4[CH:25]=[CH:24][CH:23]=[CH:22][CH:21]=4)[CH:18]=[N:19][C:14]3=[N:13][CH:12]=2)[OH:10])[CH:4]=[CH:5][CH:6]=[CH:7][CH:8]=1. The catalyst class is: 5. (4) Product: [CH3:12][O:11][C:3]1[C:2]([C:20]2[N:24]([CH3:25])[N:23]=[CH:22][CH:21]=2)=[CH:6][S:5][C:4]=1[C:7]([O:9][CH3:10])=[O:8]. Reactant: Br[C:2]1[C:3]([O:11][CH3:12])=[C:4]([C:7]([O:9][CH3:10])=[O:8])[S:5][CH:6]=1.CC1(C)COB([C:20]2[N:24]([CH3:25])[N:23]=[CH:22][CH:21]=2)OC1.C([O-])([O-])=O.[K+].[K+]. The catalyst class is: 70. (5) Reactant: [N:1]([CH2:4][C@@H:5]([OH:21])[CH2:6][N:7]([CH3:20])[S:8]([C:11]1[CH:16]=[CH:15][CH:14]=[CH:13][C:12]=1[N+:17]([O-:19])=[O:18])(=[O:10])=[O:9])=[N+]=[N-].C1C=CC(P(C2C=CC=CC=2)C2C=CC=CC=2)=CC=1. Product: [NH2:1][CH2:4][C@@H:5]([OH:21])[CH2:6][N:7]([CH3:20])[S:8]([C:11]1[CH:16]=[CH:15][CH:14]=[CH:13][C:12]=1[N+:17]([O-:19])=[O:18])(=[O:10])=[O:9]. The catalyst class is: 20. (6) Reactant: [CH3:1][O:2][CH2:3][C@H:4]1[CH2:6][O:5]1.[NH2:7][CH2:8][CH2:9][CH2:10][CH2:11][NH:12][C:13](=[O:19])[O:14][C:15]([CH3:18])([CH3:17])[CH3:16]. Product: [OH:5][C@@H:4]([CH2:3][O:2][CH3:1])[CH2:6][NH:7][CH2:8][CH2:9][CH2:10][CH2:11][NH:12][C:13](=[O:19])[O:14][C:15]([CH3:17])([CH3:16])[CH3:18]. The catalyst class is: 218. (7) Reactant: [CH3:1][O:2][C:3]1[CH:4]=[C:5]([CH:9]=[CH:10][C:11]=1[N+:12]([O-:14])=[O:13])[C:6](Cl)=[O:7].[N:15]1([C:21]([O:23][C:24]([CH3:27])([CH3:26])[CH3:25])=[O:22])[CH2:20][CH2:19][NH:18][CH2:17][CH2:16]1.C(N(CC)CC)C.O. Product: [CH3:1][O:2][C:3]1[CH:4]=[C:5]([CH:9]=[CH:10][C:11]=1[N+:12]([O-:14])=[O:13])[C:6]([N:18]1[CH2:17][CH2:16][N:15]([C:21]([O:23][C:24]([CH3:27])([CH3:26])[CH3:25])=[O:22])[CH2:20][CH2:19]1)=[O:7]. The catalyst class is: 4.